The task is: Predict the product of the given reaction.. This data is from Forward reaction prediction with 1.9M reactions from USPTO patents (1976-2016). (1) Given the reactants [NH:1]1[C@H:3]([C:4](OCC)=[O:5])[C@H:2]1[C:9]([O:11][CH2:12][CH3:13])=[O:10].CCO.[BH4-].[Na+], predict the reaction product. The product is: [CH2:12]([O:11][C:9]([C@@H:2]1[C@@H:3]([CH2:4][OH:5])[NH:1]1)=[O:10])[CH3:13]. (2) Given the reactants [CH2:1]1[CH:9]2[N:4]([CH2:5][CH2:6][C:7]3[NH:12][C:11]4[N:13]=[CH:14][CH:15]=[CH:16][C:10]=4[C:8]=32)[CH2:3][CH2:2]1.[OH-].[K+].[F:19][C:20]([F:30])([F:29])[C:21]1[CH:26]=[CH:25][C:24]([CH:27]=[CH2:28])=[CH:23][N:22]=1, predict the reaction product. The product is: [F:30][C:20]([F:19])([F:29])[C:21]1[N:22]=[CH:23][C:24]([CH2:27][CH2:28][N:12]2[C:7]3[CH2:6][CH2:5][N:4]4[CH:9]([C:8]=3[C:10]3[CH:16]=[CH:15][CH:14]=[N:13][C:11]2=3)[CH2:1][CH2:2][CH2:3]4)=[CH:25][CH:26]=1. (3) Given the reactants [Cl:1][C:2]1[CH:7]=[CH:6][C:5]([C:8]2[O:9][C:10]3[CH:20]=[C:19]([N:21]([C:26]4[CH:31]=[CH:30][C:29]([B:32]5[O:36]C(C)(C)C(C)(C)[O:33]5)=[C:28]([C:41]#[N:42])[CH:27]=4)[S:22]([CH3:25])(=[O:24])=[O:23])[C:18]([CH:43]4[CH2:45][CH2:44]4)=[CH:17][C:11]=3[C:12]=2[C:13]([NH:15][CH3:16])=[O:14])=[CH:4][CH:3]=1.Cl.I([O-])(=O)(=O)=O.[Na+], predict the reaction product. The product is: [Cl:1][C:2]1[CH:7]=[CH:6][C:5]([C:8]2[O:9][C:10]3[CH:20]=[C:19]([N:21]([C:26]4[CH:31]=[CH:30][C:29]([B:32]([OH:36])[OH:33])=[C:28]([C:41]#[N:42])[CH:27]=4)[S:22]([CH3:25])(=[O:23])=[O:24])[C:18]([CH:43]4[CH2:44][CH2:45]4)=[CH:17][C:11]=3[C:12]=2[C:13](=[O:14])[NH:15][CH3:16])=[CH:4][CH:3]=1. (4) Given the reactants C(Cl)(=O)C(Cl)=O.[C:7]([C:11]1[CH:16]=[CH:15][C:14]([S:17]([NH:20][CH2:21][C:22]2[CH:30]=[CH:29][C:25]([C:26]([OH:28])=O)=[CH:24][CH:23]=2)(=[O:19])=[O:18])=[CH:13][CH:12]=1)([CH3:10])([CH3:9])[CH3:8].[F:31][C:32]([F:41])([F:40])[C:33]1[N:38]=[CH:37][C:36]([NH2:39])=[CH:35][CH:34]=1, predict the reaction product. The product is: [C:7]([C:11]1[CH:12]=[CH:13][C:14]([S:17]([NH:20][CH2:21][C:22]2[CH:30]=[CH:29][C:25]([C:26]([NH:39][C:36]3[CH:37]=[N:38][C:33]([C:32]([F:41])([F:31])[F:40])=[CH:34][CH:35]=3)=[O:28])=[CH:24][CH:23]=2)(=[O:18])=[O:19])=[CH:15][CH:16]=1)([CH3:8])([CH3:9])[CH3:10].